Dataset: Reaction yield outcomes from USPTO patents with 853,638 reactions. Task: Predict the reaction yield, written as a fraction of the theoretical maximum amount of product (1.0 means a 100% yield; for example, 0.34 means a 34% yield). (1) The reactants are [CH3:1][CH:2]([OH:8])[CH2:3][CH2:4][CH:5]([OH:7])[CH3:6].[O:9]1[CH2:13][CH2:12][CH2:11][CH2:10]1.N1[CH:19]=[CH:18][CH:17]=[CH:16][CH:15]=1.[C:20](Cl)(=[O:29])[CH:21]=[CH:22][C:23]1[CH:28]=[CH:27][CH:26]=[CH:25][CH:24]=1. The catalyst is O. The product is [C:13]([O:7][CH:5]([CH2:4][CH2:3][CH:2]([O:8][C:20](=[O:29])[CH:21]=[CH:22][C:23]1[CH:28]=[CH:27][CH:26]=[CH:25][CH:24]=1)[CH3:1])[CH3:6])(=[O:9])[CH:12]=[CH:11][C:10]1[CH:19]=[CH:18][CH:17]=[CH:16][CH:15]=1. The yield is 0.670. (2) The reactants are C1(O)C=CC(C2C=CC(O)=CC=2)=CC=1.C([O-])([O-])=O.[K+].[K+].[N+]([C:24]1[CH:25]=[C:26]([C:32]#[N:33])[C:27](=[CH:30][CH:31]=1)[C:28]#[N:29])([O-])=O.Cl. The catalyst is CN(C)C=O.C1(C)C=CC=CC=1. The product is [C:32](#[N:33])[C:26]1[C:27](=[CH:30][CH:31]=[CH:24][CH:25]=1)[C:28]#[N:29]. The yield is 0.900.